From a dataset of Forward reaction prediction with 1.9M reactions from USPTO patents (1976-2016). Predict the product of the given reaction. (1) The product is: [C:37]([C:34]1[CH:35]=[CH:36][C:31]([C:18]2[CH:19]=[CH:20][C:15]([C:12]3([C:10]([NH:9][NH:8][C:6]([O:5][C:1]([CH3:4])([CH3:2])[CH3:3])=[O:7])=[O:11])[CH2:14][CH2:13]3)=[CH:16][CH:17]=2)=[N:32][CH:33]=1)#[N:38]. Given the reactants [C:1]([O:5][C:6]([NH:8][NH:9][C:10]([C:12]1([C:15]2[CH:20]=[CH:19][C:18](B3OC(C)(C)C(C)(C)O3)=[CH:17][CH:16]=2)[CH2:14][CH2:13]1)=[O:11])=[O:7])([CH3:4])([CH3:3])[CH3:2].Cl[C:31]1[CH:36]=[CH:35][C:34]([C:37]#[N:38])=[CH:33][N:32]=1.C(=O)([O-])[O-].[K+].[K+], predict the reaction product. (2) Given the reactants CN(C1C=C[C:7]2N=[C:19]3[C:11](=[CH:12][C:13]([CH:17]=[CH:18]3)=[N+](C)C)[S:10][C:8]=2[CH:9]=1)C.[ClH:21], predict the reaction product. The product is: [Cl-:21].[CH3:9][C:8]1[SH+:10][CH:11]=[CH:19][CH:18]=[CH:17][CH:13]=[CH:12][CH:7]=1. (3) Given the reactants I[C:2]1[CH:3]=[C:4]([CH:22]=[CH:23][CH:24]=1)[CH2:5][N:6]1[C:10]2=[N:11][C:12]([NH:15][C:16]3[CH:17]=[N:18][N:19]([CH3:21])[CH:20]=3)=[N:13][CH:14]=[C:9]2[CH:8]=[N:7]1.C([O-])([O-])=O.[Cs+].[Cs+].[NH:31]1[CH2:36][CH2:35][O:34][CH2:33][CH2:32]1, predict the reaction product. The product is: [CH3:21][N:19]1[CH:20]=[C:16]([NH:15][C:12]2[N:11]=[C:10]3[N:6]([CH2:5][C:4]4[CH:22]=[CH:23][CH:24]=[C:2]([N:31]5[CH2:36][CH2:35][O:34][CH2:33][CH2:32]5)[CH:3]=4)[N:7]=[CH:8][C:9]3=[CH:14][N:13]=2)[CH:17]=[N:18]1. (4) Given the reactants [NH:1]1[CH:5]=[CH:4][CH:3]=[N:2]1.Cl[C:7]1[CH:12]=[CH:11][C:10]([C:13]([F:16])([F:15])[F:14])=[CH:9][CH:8]=1, predict the reaction product. The product is: [F:14][C:13]([F:16])([F:15])[C:10]1[CH:11]=[CH:12][C:7]([N:1]2[CH:5]=[CH:4][CH:3]=[N:2]2)=[CH:8][CH:9]=1. (5) Given the reactants [CH3:1][N:2]1[C:6]([CH:7]2[CH2:13][CH2:12][CH:11]=[CH:10][O:9][CH2:8]2)=[C:5]([N+:14]([O-:16])=[O:15])[CH:4]=[N:3]1.[OH-:17].[Na+].OO, predict the reaction product. The product is: [CH3:1][N:2]1[C:6]([CH:7]2[CH2:8][O:9][CH2:10][CH:11]([OH:17])[CH2:12][CH2:13]2)=[C:5]([N+:14]([O-:16])=[O:15])[CH:4]=[N:3]1. (6) Given the reactants [CH3:1][O:2][C:3](=[O:14])[CH2:4][N:5]1[CH2:11][CH:10]=[CH:9][CH2:8][CH:7]([NH2:12])[C:6]1=[O:13].[C:15]1([C:25]([OH:27])=O)[C:24]2[C:19](=[CH:20][CH:21]=[CH:22][CH:23]=2)[CH:18]=[CH:17][N:16]=1.ON1C2C=CC=C[C:32]=2N=N1, predict the reaction product. The product is: [CH2:1]([O:2][C:3](=[O:14])[CH2:4][N:5]1[CH2:11][CH:10]=[CH:9][CH2:8][CH:7]([NH:12][C:25]([C:15]2[C:24]3[C:19](=[CH:20][CH:21]=[CH:22][CH:23]=3)[CH:18]=[CH:17][N:16]=2)=[O:27])[C:6]1=[O:13])[CH3:32]. (7) Given the reactants [CH3:1][O:2][C:3]1[C:12]([NH:13][C:14](=[O:18])OCC)=[N:11][C:10]2[C:5](=[CH:6][CH:7]=[C:8]([O:19][CH3:20])[CH:9]=2)[N:4]=1.[CH3:21][O:22][C:23]1[CH:24]=[C:25]([N:31]2[CH2:36][CH2:35][NH:34][CH2:33][CH2:32]2)[CH:26]=[C:27]([O:29][CH3:30])[CH:28]=1, predict the reaction product. The product is: [CH3:1][O:2][C:3]1[C:12]([NH:13][C:14]([N:34]2[CH2:33][CH2:32][N:31]([C:25]3[CH:24]=[C:23]([O:22][CH3:21])[CH:28]=[C:27]([O:29][CH3:30])[CH:26]=3)[CH2:36][CH2:35]2)=[O:18])=[N:11][C:10]2[C:5](=[CH:6][CH:7]=[C:8]([O:19][CH3:20])[CH:9]=2)[N:4]=1. (8) Given the reactants Br[C:2]1[C:10]2[C:5](=[N:6][CH:7]=[CH:8][CH:9]=2)[N:4]([S:11]([C:14]2[CH:19]=[CH:18][CH:17]=[CH:16][CH:15]=2)(=[O:13])=[O:12])[CH:3]=1.[B:20]1([B:20]2[O:24][C:23]([CH3:26])([CH3:25])[C:22]([CH3:28])([CH3:27])[O:21]2)[O:24][C:23]([CH3:26])([CH3:25])[C:22]([CH3:28])([CH3:27])[O:21]1.C([O-])(=O)C.[K+], predict the reaction product. The product is: [C:14]1([S:11]([N:4]2[C:5]3=[N:6][CH:7]=[CH:8][CH:9]=[C:10]3[C:2]([B:20]3[O:24][C:23]([CH3:26])([CH3:25])[C:22]([CH3:28])([CH3:27])[O:21]3)=[CH:3]2)(=[O:13])=[O:12])[CH:19]=[CH:18][CH:17]=[CH:16][CH:15]=1. (9) Given the reactants C([O:3][C:4](=[O:31])[CH2:5][S:6][C:7]1[S:11][C:10]([NH:12][C:13]([N:15]([C@H:22]2[CH2:27][CH2:26][CH2:25][N:24]([C:28](=[O:30])[CH3:29])[CH2:23]2)[CH:16]2[CH2:21][CH2:20][CH2:19][CH2:18][CH2:17]2)=[O:14])=[N:9][CH:8]=1)C.C1(N[C@H]2CCCN(C(=O)C)C2)CCCCC1.C(OC(=O)CSC1SC(N)=NC=1)C, predict the reaction product. The product is: [C:28]([N:24]1[CH2:25][CH2:26][CH2:27][C@H:22]([N:15]([CH:16]2[CH2:21][CH2:20][CH2:19][CH2:18][CH2:17]2)[C:13](=[O:14])[NH:12][C:10]2[S:11][C:7]([S:6][CH2:5][C:4]([OH:31])=[O:3])=[CH:8][N:9]=2)[CH2:23]1)(=[O:30])[CH3:29].